Dataset: Full USPTO retrosynthesis dataset with 1.9M reactions from patents (1976-2016). Task: Predict the reactants needed to synthesize the given product. Given the product [Br:9][C:5]1[CH:6]=[C:7]([CH3:8])[C:2]([C:17]2[CH:16]=[CH:15][CH:14]=[C:13]([O:12][CH2:10][CH3:11])[CH:18]=2)=[N:3][CH:4]=1, predict the reactants needed to synthesize it. The reactants are: Br[C:2]1[C:7]([CH3:8])=[CH:6][C:5]([Br:9])=[CH:4][N:3]=1.[CH2:10]([O:12][C:13]1[CH:14]=[C:15](B(O)O)[CH:16]=[CH:17][CH:18]=1)[CH3:11].